Dataset: Reaction yield outcomes from USPTO patents with 853,638 reactions. Task: Predict the reaction yield, written as a fraction of the theoretical maximum amount of product (1.0 means a 100% yield; for example, 0.34 means a 34% yield). (1) The reactants are [Cl:1][C:2]1[CH:10]=[C:9]([C:11]([NH:13][CH:14]([C:16]2[NH:20][C:19]3[CH:21]=[CH:22][C:23]([Cl:25])=[CH:24][C:18]=3[N:17]=2)[CH3:15])=[O:12])[CH:8]=[CH:7][C:3]=1[C:4]([OH:6])=O.CN(C(ON1N=NC2C=CC=CC1=2)=[N+](C)C)C.[B-](F)(F)(F)F.C(N(C(C)C)CC)(C)C.[CH3:57][N:58]([CH3:69])[C:59]([CH2:61][CH:62]1[NH:67][CH2:66][CH2:65][NH:64][C:63]1=[O:68])=[O:60].ClCl. The catalyst is CS(C)=O. The product is [Cl:1][C:2]1[CH:10]=[C:9]([CH:8]=[CH:7][C:3]=1[C:4]([N:67]1[CH2:66][CH2:65][NH:64][C:63](=[O:68])[CH:62]1[CH2:61][C:59]([N:58]([CH3:57])[CH3:69])=[O:60])=[O:6])[C:11]([NH:13][CH:14]([C:16]1[NH:20][C:19]2[CH:21]=[CH:22][C:23]([Cl:25])=[CH:24][C:18]=2[N:17]=1)[CH3:15])=[O:12]. The yield is 0.420. (2) The reactants are Br[C:2]1[CH:16]=[CH:15][C:5]2[N:6]([CH:9]3[CH2:14][CH2:13][CH2:12][CH2:11][O:10]3)[CH:7]=[N:8][C:4]=2[C:3]=1[O:17][CH3:18].[CH:19](/B(O)O)=[CH:20]\[C:21]1[CH:26]=[CH:25][CH:24]=[CH:23][CH:22]=1.C([O-])([O-])=O.[Cs+].[Cs+]. The catalyst is O1CCOCC1.O. The product is [CH3:18][O:17][C:3]1[C:4]2[N:8]=[CH:7][N:6]([CH:9]3[CH2:14][CH2:13][CH2:12][CH2:11][O:10]3)[C:5]=2[CH:15]=[CH:16][C:2]=1[CH:19]=[CH:20][C:21]1[CH:26]=[CH:25][CH:24]=[CH:23][CH:22]=1. The yield is 0.770. (3) The reactants are ClC1C=CC=C(C(OO)=[O:9])C=1.ClCCl.[CH:15]([C:19]1[C:20]([S:37][CH3:38])=[N:21][C:22]([N:32]2[CH:36]=[CH:35][CH:34]=[N:33]2)=[N:23][C:24]=1[N:25]1[CH2:30][CH2:29][CH:28]([CH3:31])[CH2:27][CH2:26]1)([CH2:17][CH3:18])[CH3:16].[OH2:39]. No catalyst specified. The product is [CH:15]([C:19]1[C:20]([S:37]([CH3:38])(=[O:9])=[O:39])=[N:21][C:22]([N:32]2[CH:36]=[CH:35][CH:34]=[N:33]2)=[N:23][C:24]=1[N:25]1[CH2:30][CH2:29][CH:28]([CH3:31])[CH2:27][CH2:26]1)([CH2:17][CH3:18])[CH3:16]. The yield is 0.860. (4) The reactants are [C:1](/[C:3](=[N:10]\[O:11][CH2:12][C:13]1[N:18]=[C:17]([NH:19][C:20](=[O:26])OC(C)(C)C)[CH:16]=[CH:15][CH:14]=1)/[C:4]1[CH:9]=[CH:8][CH:7]=[CH:6][CH:5]=1)#[N:2].[C:27](=O)([O-])[O-].[K+].[K+].Cl.[CH3:34][NH:35][OH:36].[CH3:37][CH:38]([OH:40])[CH3:39].O. No catalyst specified. The product is [OH:36][N:35]([CH3:34])[C:1](=[NH:2])/[C:3](=[N:10]\[O:11][CH2:12][C:13]1[N:18]=[C:17]([NH:19][C:20](=[O:26])[O:40][C:38]([CH3:27])([CH3:39])[CH3:37])[CH:16]=[CH:15][CH:14]=1)/[C:4]1[CH:5]=[CH:6][CH:7]=[CH:8][CH:9]=1. The yield is 0.830. (5) The reactants are C(N(CC)CC)C.[NH2:8][C@@H:9]1[CH2:13][CH2:12][N:11]([C:14]2[C:23]3[C:18](=[CH:19][C:20]([CH3:24])=[CH:21][CH:22]=3)[N:17]=[C:16]([C:25]3[CH:30]=[CH:29][CH:28]=[CH:27][C:26]=3[OH:31])[N:15]=2)[CH2:10]1.Cl[C:33]([O:35][CH2:36][CH2:37][O:38][CH3:39])=[O:34].ClC([O-])=O. The catalyst is C1COCC1. The product is [OH:31][C:26]1[CH:27]=[CH:28][CH:29]=[CH:30][C:25]=1[C:16]1[N:15]=[C:14]([N:11]2[CH2:12][CH2:13][C@@H:9]([NH:8][C:33](=[O:34])[O:35][CH2:36][CH2:37][O:38][CH3:39])[CH2:10]2)[C:23]2[C:18](=[CH:19][C:20]([CH3:24])=[CH:21][CH:22]=2)[N:17]=1. The yield is 0.520. (6) The product is [CH3:41][O:40][C:37]1[CH:36]=[CH:35][C:34]([CH2:33][N:26]2[C:25]3[N:24]=[C:23]([CH2:22][CH2:21][O:20][C:17]4[N:16]=[CH:15][C:14]([CH2:13][C@@H:12]([C:42]([O:44][C:45]([CH3:46])([CH3:47])[CH3:48])=[O:43])[NH2:11])=[CH:19][CH:18]=4)[CH:32]=[CH:31][C:30]=3[CH2:29][CH2:28][CH2:27]2)=[CH:39][CH:38]=1. The yield is 0.920. The catalyst is CO.[Pd]. The reactants are C(OC([NH:11][C@H:12]([C:42]([O:44][C:45]([CH3:48])([CH3:47])[CH3:46])=[O:43])[CH2:13][C:14]1[CH:15]=[N:16][C:17]([O:20][CH2:21][CH2:22][C:23]2[CH:32]=[CH:31][C:30]3[CH2:29][CH2:28][CH2:27][N:26]([CH2:33][C:34]4[CH:39]=[CH:38][C:37]([O:40][CH3:41])=[CH:36][CH:35]=4)[C:25]=3[N:24]=2)=[CH:18][CH:19]=1)=O)C1C=CC=CC=1.C(Cl)Cl. (7) The yield is 0.590. The reactants are [NH2:1][C:2]1[N:7]=[C:6]2[N:8]([CH2:11][C:12]([OH:14])=O)[N:9]=[CH:10][C:5]2=[C:4]([C:15]2[O:16][CH:17]=[CH:18][CH:19]=2)[N:3]=1.[C:20]([C:27]1[NH:28][CH:29]=[CH:30][N:31]=1)([C:22]1NC=CN=1)=O.NC1C=CC=CN=1. The catalyst is CN(C=O)C.O. The product is [NH2:1][C:2]1[N:7]=[C:6]2[N:8]([CH2:11][C:12]([NH:28][C:27]3[CH:20]=[CH:22][CH:29]=[CH:30][N:31]=3)=[O:14])[N:9]=[CH:10][C:5]2=[C:4]([C:15]2[O:16][CH:17]=[CH:18][CH:19]=2)[N:3]=1.